From a dataset of Forward reaction prediction with 1.9M reactions from USPTO patents (1976-2016). Predict the product of the given reaction. (1) The product is: [Cl:1][C:2]1[CH:11]=[C:10]([C:12]([NH:65][CH2:64][C:63]2[CH:66]=[CH:67][CH:68]=[C:61]([Cl:60])[CH:62]=2)=[O:13])[CH:9]=[C:8]2[C:3]=1[C:4](=[O:26])[N:5]([C:16]1[CH:21]=[CH:20][C:19]([O:22][CH3:23])=[C:18]([O:24][CH3:25])[N:17]=1)[C:6](=[S:15])[NH:7]2. Given the reactants [Cl:1][C:2]1[CH:11]=[C:10]([C:12](O)=[O:13])[CH:9]=[C:8]2[C:3]=1[C:4](=[O:26])[N:5]([C:16]1[CH:21]=[CH:20][C:19]([O:22][CH3:23])=[C:18]([O:24][CH3:25])[N:17]=1)[C:6](=[S:15])[NH:7]2.CCN(C(C)C)C(C)C.CN(C(ON1N=NC2C=CC=NC1=2)=[N+](C)C)C.F[P-](F)(F)(F)(F)F.[Cl:60][C:61]1[CH:62]=[C:63]([CH:66]=[CH:67][CH:68]=1)[CH2:64][NH2:65], predict the reaction product. (2) Given the reactants Cl.[CH2:2]([O:4][C:5](=[O:8])[CH2:6][NH2:7])[CH3:3].C(=O)(O)[O-].[Na+].[C:14]([C@H:17]1[CH2:22][CH2:21][C@H:20]([CH2:23][N:24]2[CH2:32][C:31]3[C:26](=[C:27]([F:34])[C:28]([OH:33])=[CH:29][CH:30]=3)[C:25]2=[O:35])[CH2:19][CH2:18]1)(=O)[CH3:15].C(O)(=O)C.C(O[BH-](OC(=O)C)OC(=O)C)(=O)C.[Na+], predict the reaction product. The product is: [F:34][C:27]1[C:28]([OH:33])=[CH:29][CH:30]=[C:31]2[C:26]=1[C:25](=[O:35])[N:24]([CH2:23][C@H:20]1[CH2:21][CH2:22][C@H:17]([CH:14]([NH:7][CH2:6][C:5]([O:4][CH2:2][CH3:3])=[O:8])[CH3:15])[CH2:18][CH2:19]1)[CH2:32]2. (3) Given the reactants C(OC(=O)[NH:7][CH:8]1[CH2:13][CH2:12][CH2:11][CH:10]([OH:14])[CH2:9]1)(C)(C)C.[C:16](O)(C(F)(F)F)=O, predict the reaction product. The product is: [NH2:7][CH:8]1[CH2:13][CH2:12][CH2:11][C:10]([CH3:16])([OH:14])[CH2:9]1. (4) The product is: [Br:23][C:10]1[N:11]=[CH:12][C:13]([NH:15][CH2:16][CH:17]2[CH2:22][CH2:21][O:20][CH2:19][CH2:18]2)=[N:14][C:9]=1[C:3]1[C:2]([Cl:1])=[CH:7][N:6]=[C:5]([F:8])[CH:4]=1. Given the reactants [Cl:1][C:2]1[C:3]([C:9]2[N:14]=[C:13]([NH:15][CH2:16][CH:17]3[CH2:22][CH2:21][O:20][CH2:19][CH2:18]3)[CH:12]=[N:11][CH:10]=2)=[CH:4][C:5]([F:8])=[N:6][CH:7]=1.[Br:23]N1C(=O)CCC1=O, predict the reaction product. (5) The product is: [CH2:19]([O:21][C:22](=[O:30])[C:23]1[CH:28]=[CH:27][C:26]([N:10]2[C:11]3[C:7](=[CH:6][CH:5]=[C:4]([N+:1]([O-:3])=[O:2])[CH:12]=3)[CH:8]=[CH:9]2)=[CH:25][CH:24]=1)[CH3:20]. Given the reactants [N+:1]([C:4]1[CH:12]=[C:11]2[C:7]([CH:8]=[CH:9][NH:10]2)=[CH:6][CH:5]=1)([O-:3])=[O:2].C(=O)([O-])[O-].[Cs+].[Cs+].[CH2:19]([O:21][C:22](=[O:30])[C:23]1[CH:28]=[CH:27][C:26](F)=[CH:25][CH:24]=1)[CH3:20].O, predict the reaction product. (6) Given the reactants Cl.[F:2][CH2:3][CH2:4][CH2:5][O:6][C:7]1[CH:8]=[C:9]2[C:13](=[CH:14][CH:15]=1)[CH2:12][C:11]1([CH2:20][CH2:19][CH:18]([O:21][CH3:22])[CH2:17][CH2:16]1)[C:10]2=[N:23]S(C(C)(C)C)=O, predict the reaction product. The product is: [F:2][CH2:3][CH2:4][CH2:5][O:6][C:7]1[CH:8]=[C:9]2[C:13]([CH2:12][C:11]3([CH2:16][CH2:17][CH:18]([O:21][CH3:22])[CH2:19][CH2:20]3)[C:10]2=[NH:23])=[CH:14][CH:15]=1.